Task: Predict the reactants needed to synthesize the given product.. Dataset: Full USPTO retrosynthesis dataset with 1.9M reactions from patents (1976-2016) (1) Given the product [Br:12][C:2]1[CH:9]=[CH:8][CH:7]=[C:4]([C:5]#[N:6])[C:3]=1[C:10]#[N:11], predict the reactants needed to synthesize it. The reactants are: F[C:2]1[CH:9]=[CH:8][CH:7]=[C:4]([C:5]#[N:6])[C:3]=1[C:10]#[N:11].[Br-:12].[Li+]. (2) Given the product [CH3:22][O:21][CH:3]([O:2][CH3:1])[CH:4]1[S:8][C:7]([C:9]2[NH:10][C:11]3[C:16]([CH:17]=2)=[CH:15][CH:14]=[CH:13][C:12]=3[NH2:18])=[N:6][CH2:5]1, predict the reactants needed to synthesize it. The reactants are: [CH3:1][O:2][CH:3]([O:21][CH3:22])[CH:4]1[S:8][C:7]([C:9]2[NH:10][C:11]3[C:16]([CH:17]=2)=[CH:15][CH:14]=[CH:13][C:12]=3[N+:18]([O-])=O)=[N:6][CH2:5]1.O.NN. (3) Given the product [Cl:1][C:2]1[C:7]([C:8]([O:10][CH:12]([CH3:14])[CH3:13])=[O:9])=[C:6]([I:11])[CH:5]=[CH:4][N:3]=1, predict the reactants needed to synthesize it. The reactants are: [Cl:1][C:2]1[C:7]([C:8]([OH:10])=[O:9])=[C:6]([I:11])[CH:5]=[CH:4][N:3]=1.[CH:12](Br)([CH3:14])[CH3:13].C([O-])([O-])=O.[K+].[K+]. (4) Given the product [C:21]1(=[O:22])[O:23][C:18](=[O:24])[C:19]2=[CH:14][CH:15]=[CH:16][CH:17]=[C:20]12, predict the reactants needed to synthesize it. The reactants are: [N+]([O-])([O-])=O.[Bi+3].[N+]([O-])([O-])=O.[N+]([O-])([O-])=O.[CH3:14][CH2:15][CH2:16][CH3:17].[C:18]1(=[O:24])[O:23][C:21](=[O:22])[CH:20]=[CH:19]1. (5) Given the product [Cl:24][C:22]1[N:21]=[CH:20][C:19]2[C@:15]3([C@H:26]([CH2:28][C:29]([CH3:32])([CH3:31])[CH3:30])[N:27]4[C@H:47]([CH3:48])[N:10]([C:7]5[CH:8]=[CH:9][C:4]([C:1]([NH2:2])=[O:3])=[CH:5][C:6]=5[O:41][CH3:42])[C:11](=[O:12])[C@H:13]4[C@@H:14]3[C:33]3[CH:38]=[CH:37][CH:36]=[C:35]([Cl:39])[C:34]=3[F:40])[C:16](=[O:25])[N:17]([CH:43]([OH:46])[CH3:44])[C:18]=2[CH:23]=1, predict the reactants needed to synthesize it. The reactants are: [C:1]([C:4]1[CH:9]=[CH:8][C:7]([NH:10][C:11]([C@@H:13]2[NH:27][C@@H:26]([CH2:28][C:29]([CH3:32])([CH3:31])[CH3:30])[C@:15]3([C:19]4[CH:20]=[N:21][C:22]([Cl:24])=[CH:23][C:18]=4[NH:17][C:16]3=[O:25])[C@H:14]2[C:33]2[CH:38]=[CH:37][CH:36]=[C:35]([Cl:39])[C:34]=2[F:40])=[O:12])=[C:6]([O:41][CH3:42])[CH:5]=1)(=[O:3])[NH2:2].[C:43]([OH:46])(=O)[CH3:44].[CH:47](=O)[CH3:48].[OH-].[Na+]. (6) Given the product [NH2:1][C:2]1[C:7]([F:8])=[C:6]([C:20]2[CH:21]=[CH:22][C:17]([Cl:16])=[CH:18][CH:19]=2)[N:5]=[C:4]([C:10]([O:12][CH3:13])=[O:11])[C:3]=1[O:14][CH3:15], predict the reactants needed to synthesize it. The reactants are: [NH2:1][C:2]1[C:7]([F:8])=[C:6](Cl)[N:5]=[C:4]([C:10]([O:12][CH3:13])=[O:11])[C:3]=1[O:14][CH3:15].[Cl:16][C:17]1[CH:22]=[CH:21][C:20](B2OCCCO2)=[CH:19][CH:18]=1.[F-].[K+].C1C=C(S([O-])(=O)=O)C=C(P(C2C=CC=C(S([O-])(=O)=O)C=2)C2C=CC=C(S([O-])(=O)=O)C=2)C=1.[Na+].[Na+].[Na+]. (7) Given the product [CH3:39][S:36]([C:34]1[CH:33]=[C:29]([C:30]2[O:1][N:2]=[C:3]([C:5]3[CH:13]=[CH:12][C:11]4[NH:10][C:9]5[CH:14]([CH2:17][C:18]([O:20][CH2:21][CH3:22])=[O:19])[CH2:15][CH2:16][C:8]=5[C:7]=4[CH:6]=3)[N:4]=2)[CH:28]=[C:27]([S:24]([CH3:23])(=[O:26])=[O:25])[CH:35]=1)(=[O:38])=[O:37], predict the reactants needed to synthesize it. The reactants are: [OH:1][N:2]=[C:3]([C:5]1[CH:13]=[CH:12][C:11]2[NH:10][C:9]3[CH:14]([CH2:17][C:18]([O:20][CH2:21][CH3:22])=[O:19])[CH2:15][CH2:16][C:8]=3[C:7]=2[CH:6]=1)[NH2:4].[CH3:23][S:24]([C:27]1[CH:28]=[C:29]([CH:33]=[C:34]([S:36]([CH3:39])(=[O:38])=[O:37])[CH:35]=1)[C:30](Cl)=O)(=[O:26])=[O:25]. (8) Given the product [NH2:1][C:2]1[C:10]([CH3:11])=[CH:9][C:8]([I:12])=[CH:7][C:3]=1[C:4]([OH:6])=[O:5], predict the reactants needed to synthesize it. The reactants are: [NH2:1][C:2]1[C:10]([CH3:11])=[CH:9][CH:8]=[CH:7][C:3]=1[C:4]([OH:6])=[O:5].[I:12]N1C(=O)CCC1=O. (9) Given the product [Cl:28][C:24]1[CH:25]=[C:26]2[C:21](=[CH:22][CH:23]=1)[NH:20][C:19](=[O:29])[C:18]([C@@H:16]([NH:15][C:2]1[N:7]=[C:6]([C:8]3[CH:9]=[N:10][O:11][C:12]=3[CH3:13])[CH:5]=[CH:4][N:3]=1)[CH3:17])=[CH:27]2, predict the reactants needed to synthesize it. The reactants are: Cl[C:2]1[N:7]=[C:6]([C:8]2[CH:9]=[N:10][O:11][C:12]=2[CH3:13])[CH:5]=[CH:4][N:3]=1.Cl.[NH2:15][C@H:16]([C:18]1[C:19](=[O:29])[NH:20][C:21]2[C:26]([CH:27]=1)=[CH:25][C:24]([Cl:28])=[CH:23][CH:22]=2)[CH3:17].CCN(C(C)C)C(C)C.